Dataset: Experimentally validated miRNA-target interactions with 360,000+ pairs, plus equal number of negative samples. Task: Binary Classification. Given a miRNA mature sequence and a target amino acid sequence, predict their likelihood of interaction. (1) The miRNA is hsa-miR-545-3p with sequence UCAGCAAACAUUUAUUGUGUGC. The protein sequence of the target gene is MDDFISISLLSLAMLVGCYVAGIIPLAVNFSEERLKLVTVLGAGLLCGTALAVIVPEGVHALYEDILEGKHHQASETHNVIASDKAAEKSVVHEHEHSHDHTQLHAYIGVSLVLGFVFMLLVDQIGNSHVHSTDDPEAARSSNSKITTTLGLVVHAAADGVALGAAASTSQTSVQLIVFVAIMLHKAPAAFGLVSFLMHAGLERNRIRKHLLVFALAAPVMSMVTYLGLSKSSKEALSEVNATGVAMLFSAGTFLYVATVHVLPEVGGIGHSHKPDATGGRGLSRLEVAALVLGCLIPLI.... Result: 1 (interaction). (2) The miRNA is hsa-miR-580-3p with sequence UUGAGAAUGAUGAAUCAUUAGG. The protein sequence of the target gene is MAVTFEDVTIIFTWEEWKFLDSSQKRLYREVMWENYTNVMSVENWNESYKSQEEKFRYLEYENFSYWQGWWNAGAQMYENQNYGETVQGTDSKDLTQQDRSQCQEWLILSTQVPGYGNYELTFESKSLRNLKYKNFMPWQSLETKTTQDYGREIYMSGSHGFQGGRYRLGISRKNLSMEKEQKLIVQHSYIPVEEALPQYVGVICQEDLLRDSMEEKYCGCNKCKGIYYWNSRCVFHKRNQPGENLCQCSICKACFSQRSDLYRHPRNHIGKKLYGCDEVDGNFHQSSGVHFHQRVHIGE.... Result: 0 (no interaction). (3) Result: 0 (no interaction). The protein sequence of the target gene is MEGLVLLKALVTRLLFLLHSLVAVWRVTWVKEEHRYWLLALLNLLLVLETVLTLKFKRGRGYKWLSPAIFVYLVNIMPSLWLLEMHHGNQYCSTQSERMAQNFSRRGDVNQTLSSHRATNGMGNILELARGFVDNLSMVCEPVWTLGLHQTLLLILIIGRWLLPIGGTITRDQLSELLLMFVGTAADILEFTTETLKENNVRTNPTLVSGILVVWTWSMLQFPLDLAVQLKLVCPASVKARGFLRVFLCQYSADLWAIGLSFFIQDGPFLVVRLVLMIYFKVINHMLVFFAVKNSLVMAL.... The miRNA is hsa-let-7b-3p with sequence CUAUACAACCUACUGCCUUCCC. (4) The miRNA is hsa-miR-548at-5p with sequence AAAAGUUAUUGCGGUUUUGGCU. The protein sequence of the target gene is MPCVQAQYGSSPQGASPASQSYSYHSSGEYSSDFLTPEFVKFSMDLTNTEITATTSLPSFSTFMDNYSTGYDVKPPCLYQMPLSGQQSSIKVEDIQMHNYQQHSHLPPQSEEMMPHSGSVYYKPSSPPTPTTPGFQVQHSPMWDDPGSLHNFHQNYVATTHMIEQRKTPVSRLSLFSFKQSPPGTPVSSCQMRFDGPLHVPMNPEPAGSHHVVDGQTFAVPNPIRKPASMGFPGLQIGHASQLLDTQVPSPPSRGSPSNEGLCAVCGDNAACQHYGVRTCEGCKGFFKRTVQKNAKYVCL.... Result: 0 (no interaction). (5) The miRNA is hsa-miR-6783-3p with sequence UUCCUGGGCUUCUCCUCUGUAG. The protein sequence of the target gene is MREKGRRKKGRTWAEAAKTVLEKYPNTPMSHKEILQVIQREGLKEIRSGTSPLACLNAMLHTNSRGEEGIFYKVPGRMGVYTLKKDVPDGVKELSECSEESSDGQSDSHSSDNSSSSDGGSNKEGRKSRWKRKVSSRLSHPPSPPSGCPSPTIPASKVISPSQKHSKKALKQALKQQQQKKKQQQCRPSMSISNQHLSLKTVKAASDSVPAKPGQMKRTKCADIDVETPDSILVNTNLRALINKHTFSVLPGDCQQRLLLLLPEVDRQVGPDGLMKLNGSALNNEFFTSAAQGWKERLSE.... Result: 0 (no interaction).